The task is: Predict the reaction yield, written as a fraction of the theoretical maximum amount of product (1.0 means a 100% yield; for example, 0.34 means a 34% yield).. This data is from Reaction yield outcomes from USPTO patents with 853,638 reactions. (1) The reactants are [Al+3].[Cl-].[Cl-].[Cl-].[Cl:5][CH2:6][CH2:7][CH2:8][C:9](Cl)=[O:10].[CH3:12][O:13][N:14]([CH3:26])[C:15](=[O:25])[C:16]([CH3:24])([C:18]1[CH:23]=[CH:22][CH:21]=[CH:20][CH:19]=1)[CH3:17]. The catalyst is C(Cl)Cl. The product is [CH3:12][O:13][N:14]([CH3:26])[C:15](=[O:25])[C:16]([C:18]1[CH:23]=[CH:22][C:21]([C:9](=[O:10])[CH2:8][CH2:7][CH2:6][Cl:5])=[CH:20][CH:19]=1)([CH3:24])[CH3:17]. The yield is 0.630. (2) The reactants are NC(N)=[S:3].Br[CH:6]([C:13]1[CH:18]=[CH:17][CH:16]=[CH:15][CH:14]=1)[C:7]1[CH:12]=[CH:11][CH:10]=[CH:9][CH:8]=1.[OH-].[Na+].Cl[CH2:22][C:23]([OH:25])=O. The catalyst is O. The product is [CH:6]([CH2:22][C:23]([OH:25])=[S:3])([C:13]1[CH:18]=[CH:17][CH:16]=[CH:15][CH:14]=1)[C:7]1[CH:12]=[CH:11][CH:10]=[CH:9][CH:8]=1. The yield is 1.00. (3) The reactants are [CH3:13][C:12]([O:11][C:9](O[C:9]([O:11][C:12]([CH3:15])([CH3:14])[CH3:13])=[O:10])=[O:10])([CH3:15])[CH3:14].[CH2:16]([CH2:18][NH2:19])[OH:17]. The catalyst is ClCCl. The product is [OH:17][CH2:16][CH2:18][NH:19][C:9](=[O:10])[O:11][C:12]([CH3:13])([CH3:14])[CH3:15]. The yield is 1.00. (4) The reactants are C([O-])([O-])=O.[Cs+].[Cs+].[NH:7]1[C:15]2[C:10](=[CH:11][CH:12]=[CH:13][CH:14]=2)[CH:9]=[CH:8]1.Cl[C:17]1[CH:22]=[CH:21][C:20]([CH3:23])=[CH:19][CH:18]=1. The catalyst is C1C=CC(/C=C/C(/C=C/C2C=CC=CC=2)=O)=CC=1.C1C=CC(/C=C/C(/C=C/C2C=CC=CC=2)=O)=CC=1.C1C=CC(/C=C/C(/C=C/C2C=CC=CC=2)=O)=CC=1.[Pd].[Pd].C1(C)C=CC=CC=1. The product is [CH3:23][C:20]1[CH:21]=[CH:22][C:17]([N:7]2[C:15]3[C:10](=[CH:11][CH:12]=[CH:13][CH:14]=3)[CH:9]=[CH:8]2)=[CH:18][CH:19]=1. The yield is 0.890. (5) The reactants are Cl[C:2]1[N:10]=[C:9]([Cl:11])[CH:8]=[CH:7][C:3]=1[C:4]([OH:6])=[O:5].[NH3:12]. No catalyst specified. The product is [NH2:12][C:2]1[N:10]=[C:9]([Cl:11])[CH:8]=[CH:7][C:3]=1[C:4]([OH:6])=[O:5]. The yield is 0.490. (6) The reactants are Cl[C:2]1[CH:3]=[CH:4][C:5](=[O:9])[N:6]([CH3:8])[N:7]=1.[NH:10]1[CH2:15][CH2:14][CH:13]([OH:16])[CH2:12][CH2:11]1. The catalyst is CCN(C(C)C)C(C)C.O. The product is [OH:16][CH:13]1[CH2:14][CH2:15][N:10]([C:2]2[CH:3]=[CH:4][C:5](=[O:9])[N:6]([CH3:8])[N:7]=2)[CH2:11][CH2:12]1. The yield is 0.830.